Dataset: Catalyst prediction with 721,799 reactions and 888 catalyst types from USPTO. Task: Predict which catalyst facilitates the given reaction. (1) Reactant: [NH2:1][CH2:2][C:3]1[C:4]([F:20])=[C:5]([O:10][C:11]2[CH:12]=[C:13]([CH:16]=[C:17]([Br:19])[CH:18]=2)[C:14]#[N:15])[C:6]([Cl:9])=[CH:7][CH:8]=1.[Cl:21][C:22]1[N:23]=[C:24]([CH3:30])[NH:25][C:26]=1[C:27](O)=[O:28].C1C=CC2N(O)N=NC=2C=1.C(Cl)CCl. Product: [Br:19][C:17]1[CH:18]=[C:11]([O:10][C:5]2[C:4]([F:20])=[C:3]([CH2:2][NH:1][C:27]([C:26]3[NH:25][C:24]([CH3:30])=[N:23][C:22]=3[Cl:21])=[O:28])[CH:8]=[CH:7][C:6]=2[Cl:9])[CH:12]=[C:13]([C:14]#[N:15])[CH:16]=1. The catalyst class is: 31. (2) Reactant: [NH2:1][C:2]1[S:3][CH:4]=[CH:5][N:6]=1.C([N:15]=[C:16]=[S:17])(=O)C1C=CC=CC=1. Product: [S:3]1[CH:4]=[CH:5][N:6]=[C:2]1[NH:1][C:16]([NH2:15])=[S:17]. The catalyst class is: 21. (3) Reactant: [C:1]1([NH:7][C:8]2[N:12]3[C:13]([C:21]([F:24])([F:23])[F:22])=[CH:14][CH:15]=[C:16]([C:17]([O:19]C)=[O:18])[C:11]3=[N:10][N:9]=2)[CH:6]=[CH:5][CH:4]=[CH:3][CH:2]=1.[OH-].[Na+]. Product: [C:1]1([NH:7][C:8]2[N:12]3[C:13]([C:21]([F:22])([F:24])[F:23])=[CH:14][CH:15]=[C:16]([C:17]([OH:19])=[O:18])[C:11]3=[N:10][N:9]=2)[CH:2]=[CH:3][CH:4]=[CH:5][CH:6]=1. The catalyst class is: 5. (4) Reactant: CN(C=O)C.[CH2:6]([O:13][C@@H:14]1[CH2:19][CH2:18][CH2:17][CH2:16][C@H:15]1[NH:20][C:21]1[CH:28]=[C:27](F)[CH:26]=[CH:25][C:22]=1[C:23]#[N:24])[C:7]1[CH:12]=[CH:11][CH:10]=[CH:9][CH:8]=1.[CH3:30][C:31]1([CH3:45])[CH2:39][C:38]2[NH:37][N:36]=[C:35]([C:40]([F:43])([F:42])[F:41])[C:34]=2[C:33](=[O:44])[CH2:32]1.[H-].[Na+]. Product: [CH2:6]([O:13][C@H:14]1[CH2:19][CH2:18][CH2:17][CH2:16][C@@H:15]1[NH:20][C:21]1[CH:28]=[C:27]([N:37]2[C:38]3[CH2:39][C:31]([CH3:45])([CH3:30])[CH2:32][C:33](=[O:44])[C:34]=3[C:35]([C:40]([F:41])([F:43])[F:42])=[N:36]2)[CH:26]=[CH:25][C:22]=1[C:23]#[N:24])[C:7]1[CH:12]=[CH:11][CH:10]=[CH:9][CH:8]=1. The catalyst class is: 25.